From a dataset of CYP1A2 inhibition data for predicting drug metabolism from PubChem BioAssay. Regression/Classification. Given a drug SMILES string, predict its absorption, distribution, metabolism, or excretion properties. Task type varies by dataset: regression for continuous measurements (e.g., permeability, clearance, half-life) or binary classification for categorical outcomes (e.g., BBB penetration, CYP inhibition). Dataset: cyp1a2_veith. (1) The molecule is OCCN(C=NC1=NN(c2cccc(C(F)(F)F)c2)CC1)CCO. The result is 1 (inhibitor). (2) The result is 0 (non-inhibitor). The molecule is COc1ccc(C[C@H](N)C(=O)N[C@H]2[C@@H](CO)O[C@@H](n3cnc4c(N(C)C)ncnc43)[C@H]2O)cc1.